Dataset: TCR-epitope binding with 47,182 pairs between 192 epitopes and 23,139 TCRs. Task: Binary Classification. Given a T-cell receptor sequence (or CDR3 region) and an epitope sequence, predict whether binding occurs between them. (1) The epitope is TVYDPLQPELDSFK. The TCR CDR3 sequence is CASSPSGGSVETQYF. Result: 0 (the TCR does not bind to the epitope). (2) The epitope is TSNQVAVLY. The TCR CDR3 sequence is CSVGGHERGSGANVLTF. Result: 0 (the TCR does not bind to the epitope). (3) The epitope is SSTFNVPMEKLK. The TCR CDR3 sequence is CATILYEILLGKATLYAVLVSASSQRSATQEYF. Result: 0 (the TCR does not bind to the epitope). (4) The epitope is FLNRFTTTL. The TCR CDR3 sequence is CASSPLGGMNTEAFF. Result: 1 (the TCR binds to the epitope). (5) The epitope is FLPRVFSAV. The TCR CDR3 sequence is CAIRVDLTDDTQYF. Result: 1 (the TCR binds to the epitope). (6) The epitope is KLPDDFTGCV. The TCR CDR3 sequence is CASSQDEMGGSSYNEQFF. Result: 1 (the TCR binds to the epitope). (7) The epitope is TSDLATNNLVVMAY. The TCR CDR3 sequence is CASSRDRGTGELFF. Result: 0 (the TCR does not bind to the epitope). (8) The epitope is TPQDLNTML. The TCR CDR3 sequence is CASSADRGQEQFF. Result: 0 (the TCR does not bind to the epitope). (9) The epitope is TPRVTGGGAM. The TCR CDR3 sequence is CATSDDRDTGELFF. Result: 1 (the TCR binds to the epitope).